Task: Predict the reaction yield, written as a fraction of the theoretical maximum amount of product (1.0 means a 100% yield; for example, 0.34 means a 34% yield).. Dataset: Reaction yield outcomes from USPTO patents with 853,638 reactions (1) No catalyst specified. The yield is 0.830. The product is [ClH:34].[F:16][C:13]([F:14])([F:15])[C:9]1[C:8]2[C:2](=[O:1])[N:3]3[CH2:20][CH2:19][NH:18][CH2:17][CH:4]3[CH2:5][O:6][C:7]=2[CH:12]=[CH:11][CH:10]=1. The reactants are [O:1]=[C:2]1[C:8]2[C:9]([C:13]([F:16])([F:15])[F:14])=[CH:10][CH:11]=[CH:12][C:7]=2[O:6][CH2:5][CH:4]2[CH2:17][N:18](C(OC(C)(C)C)=O)[CH2:19][CH2:20][N:3]12.C(OC(=O)C)C.[ClH:34]. (2) The product is [CH3:1][O:2][C:3]([NH:5][C@@H:6]([CH:20]([CH3:22])[CH3:21])[C:7]([N:9]1[C@@H:13]([CH3:14])[CH2:12][CH2:11][C@H:10]1[C:15]([OH:17])=[O:16])=[O:8])=[O:4]. The reactants are [CH3:1][O:2][C:3]([NH:5][C@@H:6]([CH:20]([CH3:22])[CH3:21])[C:7]([N:9]1[C@@H:13]([CH3:14])[CH2:12][CH2:11][C@H:10]1[C:15]([O:17]CC)=[O:16])=[O:8])=[O:4].O.[OH-].[Li+]. The catalyst is C(O)C. The yield is 0.940. (3) The reactants are [C:1]1([C:7](=[CH2:21])[C:8]([C:10]2[CH:20]=[CH:19][C:13]3[O:14][CH2:15][C:16](=[O:18])[NH:17][C:12]=3[CH:11]=2)=O)[CH:6]=[CH:5][CH:4]=[CH:3][CH:2]=1.Cl.[Cl:23][C:24]1[CH:29]=[CH:28][C:27]([NH:30][NH2:31])=[CH:26][CH:25]=1.C(N(CC)CC)C. The catalyst is C1COCC1. The product is [Cl:23][C:24]1[CH:29]=[CH:28][C:27]([N:30]2[CH2:21][CH:7]([C:1]3[CH:6]=[CH:5][CH:4]=[CH:3][CH:2]=3)[C:8]([C:10]3[CH:20]=[CH:19][C:13]4[O:14][CH2:15][C:16](=[O:18])[NH:17][C:12]=4[CH:11]=3)=[N:31]2)=[CH:26][CH:25]=1. The yield is 0.170. (4) The reactants are [H-].[Na+].[OH:3][C:4]1[CH:9]=[CH:8][C:7]([N+:10]([O-:12])=[O:11])=[CH:6][C:5]=1[NH:13][C:14](=[O:18])[CH2:15][CH2:16][CH3:17].[F:19][C:20]([F:33])([F:32])[S:21](O[S:21]([C:20]([F:33])([F:32])[F:19])(=[O:23])=[O:22])(=[O:23])=[O:22].O. The catalyst is C(#N)C. The product is [F:19][C:20]([F:33])([F:32])[S:21]([O:3][C:4]1[CH:9]=[CH:8][C:7]([N+:10]([O-:12])=[O:11])=[CH:6][C:5]=1[NH:13][C:14](=[O:18])[CH2:15][CH2:16][CH3:17])(=[O:23])=[O:22]. The yield is 0.540. (5) The reactants are [C:1]([C:4]1[CH:5]=[N:6][C:7]2[C:12]([C:13]=1[NH:14][C:15]1[CH:16]=[CH:17][C:18]([N:21]3[CH2:26][CH2:25][CH2:24][CH:23]([NH:27]C(=O)OC(C)(C)C)[CH2:22]3)=[N:19][CH:20]=1)=[N:11][C:10]([C:35]1[CH:40]=[C:39]([Cl:41])[C:38]([OH:42])=[C:37]([Cl:43])[CH:36]=1)=[CH:9][CH:8]=2)(=[O:3])[CH3:2].C(O)(C(F)(F)F)=O. No catalyst specified. The product is [ClH:41].[ClH:41].[ClH:41].[NH2:27][CH:23]1[CH2:24][CH2:25][CH2:26][N:21]([C:18]2[N:19]=[CH:20][C:15]([NH:14][C:13]3[C:12]4[C:7](=[CH:8][CH:9]=[C:10]([C:35]5[CH:36]=[C:37]([Cl:43])[C:38]([OH:42])=[C:39]([Cl:41])[CH:40]=5)[N:11]=4)[N:6]=[CH:5][C:4]=3[C:1](=[O:3])[CH3:2])=[CH:16][CH:17]=2)[CH2:22]1. The yield is 0.300. (6) The reactants are [C:1]([O:5][C:6](=[O:35])[NH:7][C:8]1[S:9][C:10]([CH:14]([C:16]2[C:24]3[C:19](=[N:20][CH:21]=[C:22]([Cl:25])[CH:23]=3)[N:18]([S:26]([C:29]3[CH:34]=[CH:33][CH:32]=[CH:31][CH:30]=3)(=[O:28])=[O:27])[CH:17]=2)O)=[C:11]([Cl:13])[N:12]=1)([CH3:4])([CH3:3])[CH3:2].C([SiH](CC)CC)C.FC(F)(F)C(O)=O. The catalyst is ClCCl. The product is [C:1]([O:5][C:6](=[O:35])[NH:7][C:8]1[S:9][C:10]([CH2:14][C:16]2[C:24]3[C:19](=[N:20][CH:21]=[C:22]([Cl:25])[CH:23]=3)[N:18]([S:26]([C:29]3[CH:34]=[CH:33][CH:32]=[CH:31][CH:30]=3)(=[O:27])=[O:28])[CH:17]=2)=[C:11]([Cl:13])[N:12]=1)([CH3:4])([CH3:2])[CH3:3]. The yield is 0.887. (7) The reactants are C([O-])=O.[NH4+].[CH3:5][C:6]1[N:7]=[CH:8][N:9]([C:11]2[CH:16]=[CH:15][C:14]([N+:17]([O-])=O)=[CH:13][CH:12]=2)[CH:10]=1. The catalyst is C(O)C.[Pd]. The product is [CH3:5][C:6]1[N:7]=[CH:8][N:9]([C:11]2[CH:16]=[CH:15][C:14]([NH2:17])=[CH:13][CH:12]=2)[CH:10]=1. The yield is 0.900. (8) The reactants are [BH4-].[Na+].[F:3][C:4]1[N:9]=[CH:8][C:7]([O:10][CH2:11][C:12](=[O:14])[CH3:13])=[C:6]([I:15])[CH:5]=1.Cl.O. The catalyst is CO. The product is [F:3][C:4]1[N:9]=[CH:8][C:7]([O:10][CH2:11][CH:12]([OH:14])[CH3:13])=[C:6]([I:15])[CH:5]=1. The yield is 0.990. (9) The reactants are [ClH:1].[NH2:2][C@@H:3]1[CH2:8][CH2:7][CH2:6][N:5]([C:9]2[C:14]([Br:15])=[CH:13][N:12]=[C:11]3[NH:16][CH:17]=[C:18]([NH:19][C:20](=[O:27])[C:21]4[CH:26]=[CH:25][CH:24]=[N:23][CH:22]=4)[C:10]=23)[CH2:4]1.C(OC)(OC)OC.CCN(C(C)C)C(C)C.[CH:44]1([CH:47]=O)[CH2:46][CH2:45]1.[BH4-].[Na+]. The catalyst is CO.O. The product is [ClH:1].[Br:15][C:14]1[C:9]([N:5]2[CH2:6][CH2:7][CH2:8][C@@H:3]([NH:2][CH2:47][CH:44]3[CH2:46][CH2:45]3)[CH2:4]2)=[C:10]2[C:18]([NH:19][C:20](=[O:27])[C:21]3[CH:26]=[CH:25][CH:24]=[N:23][CH:22]=3)=[CH:17][NH:16][C:11]2=[N:12][CH:13]=1. The yield is 0.600. (10) The reactants are [NH2:1][CH2:2][CH2:3][CH2:4][N:5]1[CH2:9][CH2:8][CH:7]([C:10]#[N:11])[CH2:6]1.BrCCCN1[C:20](=[O:21])[C:19]2=[CH:22][CH:23]=[CH:24][CH:25]=[C:18]2[C:17]1=[O:26].C([O-])([O-])=O.[K+].[K+]. The catalyst is CN(C=O)C. The product is [O:21]=[C:20]1[C:19]2[C:18](=[CH:25][CH:24]=[CH:23][CH:22]=2)[C:17](=[O:26])[N:1]1[CH2:2][CH2:3][CH2:4][N:5]1[CH2:9][CH2:8][CH:7]([C:10]#[N:11])[CH2:6]1. The yield is 0.460.